This data is from Peptide-MHC class I binding affinity with 185,985 pairs from IEDB/IMGT. The task is: Regression. Given a peptide amino acid sequence and an MHC pseudo amino acid sequence, predict their binding affinity value. This is MHC class I binding data. (1) The peptide sequence is FISDNKKEY. The MHC is HLA-A33:01 with pseudo-sequence HLA-A33:01. The binding affinity (normalized) is 0. (2) The peptide sequence is FHGIFYSIF. The MHC is HLA-A30:01 with pseudo-sequence HLA-A30:01. The binding affinity (normalized) is 0.0847. (3) The peptide sequence is FLLPLTSLV. The MHC is HLA-A68:02 with pseudo-sequence HLA-A68:02. The binding affinity (normalized) is 0.552.